This data is from Forward reaction prediction with 1.9M reactions from USPTO patents (1976-2016). The task is: Predict the product of the given reaction. (1) The product is: [C@@:56]12([OH:65])[N:63]([CH3:64])[C@@H:60]([CH2:61][CH2:62]1)[CH2:59][CH:58]=[CH:57]2.[F:11][C:59]([C:58]1[CH:57]=[CH:29][CH:28]=[C:26]([Cl:27])[CH:25]=1)([C:60]1[CH:61]=[CH:62][CH:56]=[C:36]([Cl:35])[CH:41]=1)[C:67]([O-:70])=[O:68]. Given the reactants COCCS(F)(F)([F:11])(CCOC)N.ClC1C=CC(C(C(OCC)=O)(C2[CH:29]=[CH:28][C:26]([Cl:27])=[CH:25]C=2)O)=CC=1.[Cl:35][C:36]1[CH:41]=CC(C(C(OCC)=O)(C2C=CC(Cl)=CC=2)O)=CC=1.[C@@:56]12([OH:65])[N:63]([CH3:64])[C@@H:60]([CH2:61][CH2:62]1)[CH2:59][CH:58]=[CH:57]2.O.[C:67]([O-:70])(O)=[O:68].[Na+], predict the reaction product. (2) Given the reactants O[CH2:2][C:3]1[C:7]([C:8]2[CH:13]=[CH:12][CH:11]=[CH:10][CH:9]=2)=[CH:6][O:5][N:4]=1.[C:14]1(=[O:24])[NH:18][C:17](=[O:19])[C:16]2=[CH:20][CH:21]=[CH:22][CH:23]=[C:15]12.C1(P(C2C=CC=CC=2)C2C=CC=CC=2)C=CC=CC=1.CC(OC(/N=N/C(OC(C)C)=O)=O)C, predict the reaction product. The product is: [C:8]1([C:7]2[C:3]([CH2:2][N:18]3[C:17](=[O:19])[C:16]4=[CH:20][CH:21]=[CH:22][CH:23]=[C:15]4[C:14]3=[O:24])=[N:4][O:5][CH:6]=2)[CH:13]=[CH:12][CH:11]=[CH:10][CH:9]=1. (3) Given the reactants [NH2:1][C:2]1[CH:22]=[CH:21][C:5]([CH2:6][N:7]([CH:15]2[CH2:20][CH2:19][CH2:18][CH2:17][CH2:16]2)[C:8]([C:10]2[O:11][CH:12]=[CH:13][CH:14]=2)=[O:9])=[CH:4][CH:3]=1.C1C2C(COC([NH:40][C:41]([CH3:46])([CH3:45])[C:42](O)=[O:43])=O)C3C(=CC=CC=3)C=2C=CC=1.C1C2C(COC(=O)N[C@H](C(=O)NC3C=CC(C)=CC=3)CCCCNC(OC(C)(C)C)=O)C3C(=CC=CC=3)C=2C=CC=1.[CH3:88][O:89][C:90](=[O:100])[C:91]1[CH:99]=[CH:98][C:94]([C:95]([OH:97])=O)=[CH:93][CH:92]=1, predict the reaction product. The product is: [CH3:88][O:89][C:90](=[O:100])[C:91]1[CH:92]=[CH:93][C:94]([C:95]([NH:40][C:41]([C:42](=[O:43])[NH:1][C:2]2[CH:3]=[CH:4][C:5]([CH2:6][N:7]([CH:15]3[CH2:20][CH2:19][CH2:18][CH2:17][CH2:16]3)[C:8]([C:10]3[O:11][CH:12]=[CH:13][CH:14]=3)=[O:9])=[CH:21][CH:22]=2)([CH3:46])[CH3:45])=[O:97])=[CH:98][CH:99]=1. (4) Given the reactants [OH-].[Na+].[N+:3]([C:6]1[CH:7]=[C:8]2[C:12](=[CH:13][CH:14]=1)[N:11]([CH2:15][C:16]1[CH:25]=[CH:24][C:19]([C:20]([O:22]C)=[O:21])=[CH:18][CH:17]=1)[CH:10]=[CH:9]2)([O-:5])=[O:4], predict the reaction product. The product is: [N+:3]([C:6]1[CH:7]=[C:8]2[C:12](=[CH:13][CH:14]=1)[N:11]([CH2:15][C:16]1[CH:25]=[CH:24][C:19]([C:20]([OH:22])=[O:21])=[CH:18][CH:17]=1)[CH:10]=[CH:9]2)([O-:5])=[O:4]. (5) Given the reactants [OH:1][C:2]1[C:3]([C:12]([OH:14])=O)=[CH:4][C:5]2[C:10]([CH:11]=1)=[CH:9][CH:8]=[CH:7][CH:6]=2.[F:15][C:16]([F:29])([F:28])[C:17]1[CH:18]=[C:19]([CH:21]=[C:22]([C:24]([F:27])([F:26])[F:25])[CH:23]=1)[NH2:20], predict the reaction product. The product is: [OH:1][C:2]1[C:3]([C:12]([NH:20][C:19]2[CH:21]=[C:22]([C:24]([F:25])([F:26])[F:27])[CH:23]=[C:17]([C:16]([F:15])([F:28])[F:29])[CH:18]=2)=[O:14])=[CH:4][C:5]2[C:10]([CH:11]=1)=[CH:9][CH:8]=[CH:7][CH:6]=2.